This data is from HIV replication inhibition screening data with 41,000+ compounds from the AIDS Antiviral Screen. The task is: Binary Classification. Given a drug SMILES string, predict its activity (active/inactive) in a high-throughput screening assay against a specified biological target. The compound is COc1cccc(C2SCc3nc4ccccc4n32)c1. The result is 0 (inactive).